Dataset: Forward reaction prediction with 1.9M reactions from USPTO patents (1976-2016). Task: Predict the product of the given reaction. Given the reactants FC(F)(F)C(O)=O.[NH:8]([C:12]1[CH:38]=[CH:37][C:15]([C:16]([O:18][C:19]2[CH:20]=[C:21]([C:25]3[CH2:29][C@:28]([CH2:33][C:34]([OH:36])=[O:35])([C:30]([OH:32])=[O:31])[O:27][N:26]=3)[CH:22]=[CH:23][CH:24]=2)=[O:17])=[CH:14][CH:13]=1)[C:9]([NH2:11])=[NH:10].C(OCC)C, predict the reaction product. The product is: [NH:8]([C:12]1[CH:13]=[CH:14][C:15]([C:16]([O:18][C:19]2[CH:20]=[C:21]([C:25]3[CH2:29][C@:28]([CH2:33][C:34]([OH:36])=[O:35])([C:30]([OH:32])=[O:31])[O:27][N:26]=3)[CH:22]=[CH:23][CH:24]=2)=[O:17])=[CH:37][CH:38]=1)[C:9]([NH2:11])=[NH:10].